This data is from Forward reaction prediction with 1.9M reactions from USPTO patents (1976-2016). The task is: Predict the product of the given reaction. The product is: [C:11]1([CH3:14])[CH:12]=[CH:13][C:8]([C:5]2[O:4][C:3]([CH2:2][S:34][C:23]3[N:22]([C:17]4[CH:18]=[CH:19][CH:20]=[CH:21][C:16]=4[Cl:15])[C:26]([C:27]4[CH:32]=[CH:31][C:30]([F:33])=[CH:29][CH:28]=4)=[N:25][N:24]=3)=[N:7][N:6]=2)=[CH:9][CH:10]=1. Given the reactants Cl[CH2:2][C:3]1[O:4][C:5]([C:8]2[CH:13]=[CH:12][C:11]([CH3:14])=[CH:10][CH:9]=2)=[N:6][N:7]=1.[Cl:15][C:16]1[CH:21]=[CH:20][CH:19]=[CH:18][C:17]=1[N:22]1[C:26]([C:27]2[CH:32]=[CH:31][C:30]([F:33])=[CH:29][CH:28]=2)=[N:25][N:24]=[C:23]1[SH:34].C([O-])([O-])=O.[K+].[K+], predict the reaction product.